Predict the reaction yield, written as a fraction of the theoretical maximum amount of product (1.0 means a 100% yield; for example, 0.34 means a 34% yield). From a dataset of Reaction yield outcomes from USPTO patents with 853,638 reactions. (1) The reactants are [Cl-].O[NH3+:3].[C:4](=[O:7])([O-])[OH:5].[Na+].CS(C)=O.[CH:13]1([C:16]2[N:17]=[C:18]([CH3:44])[N:19]([C:38]3[CH:43]=[CH:42][CH:41]=[CH:40][CH:39]=3)[C:20](=[O:37])[C:21]=2[CH2:22][C:23]2[CH:28]=[CH:27][C:26]([C:29]3[C:30]([C:35]#[N:36])=[CH:31][CH:32]=[CH:33][CH:34]=3)=[CH:25][CH:24]=2)[CH2:15][CH2:14]1. The catalyst is C(OCC)(=O)C. The product is [CH:13]1([C:16]2[N:17]=[C:18]([CH3:44])[N:19]([C:38]3[CH:39]=[CH:40][CH:41]=[CH:42][CH:43]=3)[C:20](=[O:37])[C:21]=2[CH2:22][C:23]2[CH:28]=[CH:27][C:26]([C:29]3[CH:34]=[CH:33][CH:32]=[CH:31][C:30]=3[C:35]3[NH:3][C:4](=[O:7])[O:5][N:36]=3)=[CH:25][CH:24]=2)[CH2:15][CH2:14]1. The yield is 0.570. (2) The reactants are Cl[C:2]1[C:7]([C:8]#[N:9])=[CH:6][N:5]=[C:4]([S:10][CH3:11])[N:3]=1.[NH2:12][C@@H:13]1[CH2:18][CH2:17][C@H:16]([OH:19])[C:15]([CH3:21])([CH3:20])[CH2:14]1.CCN(C(C)C)C(C)C. The catalyst is C(O)(C)C. The product is [OH:19][C@H:16]1[CH2:17][CH2:18][C@@H:13]([NH:12][C:2]2[C:7]([C:8]#[N:9])=[CH:6][N:5]=[C:4]([S:10][CH3:11])[N:3]=2)[CH2:14][C:15]1([CH3:21])[CH3:20]. The yield is 0.720. (3) The reactants are [N:1]1([C:7]([O:9][C:10]([CH3:13])([CH3:12])[CH3:11])=[O:8])[CH2:6][CH2:5][CH2:4][CH2:3][CH2:2]1.CN(C)CCN(C)C.CC(C)C[Li].[O:27]=[C:28]1[CH2:31][N:30]([C:32]([O:34][CH2:35][C:36]2[CH:41]=[CH:40][CH:39]=[CH:38][CH:37]=2)=[O:33])[CH2:29]1. The catalyst is C(OCC)C. The product is [OH:27][C:28]1([CH:2]2[CH2:3][CH2:4][CH2:5][CH2:6][N:1]2[C:7]([O:9][C:10]([CH3:13])([CH3:12])[CH3:11])=[O:8])[CH2:29][N:30]([C:32]([O:34][CH2:35][C:36]2[CH:41]=[CH:40][CH:39]=[CH:38][CH:37]=2)=[O:33])[CH2:31]1. The yield is 0.130. (4) The reactants are C[O:2][C:3]([C:5]1[CH:9]=[C:8]([C:10]([O:12][CH3:13])=[O:11])[N:7]([CH3:14])[N:6]=1)=[O:4].O1CCOCC1.S(=O)(=O)(O)O. The catalyst is O. The product is [CH3:13][O:12][C:10]([C:8]1[N:7]([CH3:14])[N:6]=[C:5]([C:3]([OH:4])=[O:2])[CH:9]=1)=[O:11]. The yield is 0.680. (5) The reactants are [CH3:1][O:2][C:3]1[N:8]=[N:7][C:6]([N:9]2[C:13]([C:14]3[CH:19]=[CH:18][CH:17]=[CH:16][N:15]=3)=[CH:12][C:11]([C:20]([OH:22])=O)=[N:10]2)=[CH:5][CH:4]=1.[CH2:23]([NH:25][CH:26]([CH3:28])[CH3:27])[CH3:24]. No catalyst specified. The product is [CH2:23]([N:25]([CH:26]([CH3:28])[CH3:27])[C:20]([C:11]1[CH:12]=[C:13]([C:14]2[CH:19]=[CH:18][CH:17]=[CH:16][N:15]=2)[N:9]([C:6]2[N:7]=[N:8][C:3]([O:2][CH3:1])=[CH:4][CH:5]=2)[N:10]=1)=[O:22])[CH3:24]. The yield is 0.900. (6) The reactants are [CH2:1]([C@@H:5]1[NH:10][CH2:9][C@H:8]([CH2:11][CH:12]([CH3:14])[CH3:13])[NH:7][C:6]1=[O:15])[CH:2]([CH3:4])[CH3:3].[Cl:16][C:17]1[CH:27]=[CH:26][CH:25]=[CH:24][C:18]=1[CH:19]=[CH:20][C:21](O)=[O:22].C([C@@H]1N(C([C@@H]2C[C@H]2C2C=CC=CC=2)=O)C[C@H](CC(C)C)NC1=O)C(C)C. No catalyst specified. The product is [Cl:16][C:17]1[CH:27]=[CH:26][CH:25]=[CH:24][C:18]=1[CH:19]=[CH:20][C:21]([N:10]1[CH2:9][C@H:8]([CH2:11][CH:12]([CH3:14])[CH3:13])[NH:7][C:6](=[O:15])[C@@H:5]1[CH2:1][CH:2]([CH3:4])[CH3:3])=[O:22]. The yield is 0.560.